This data is from Experimentally validated miRNA-target interactions with 360,000+ pairs, plus equal number of negative samples. The task is: Binary Classification. Given a miRNA mature sequence and a target amino acid sequence, predict their likelihood of interaction. The miRNA is ath-miR156d-5p with sequence UGACAGAAGAGAGUGAGCAC. The protein sequence of the target gene is MCFSPILEINMQSESNITVRDDIDDINTNMYQPLSYPLSFQVSLTGFLMLEIVLGLGSNLTVLVLYCMKSNLINSVSNIITMNLHVLDVIICVGCIPLTIVILLLSLESNTALICCFHEACVSFASVSTAINVFAITLDRYDISVKPANRILTMGRAVMLMISIWIFSFFSFLIPFIEVNFFSLQSGNTWENKTLLCVSTNEYYTELGMYYHLLVQIPIFFFTVVVMLITYTKILQALNIRIGTRFSTGQKKKARKKKTISLTTQHEATDMSQSSGGRNVVFGVRTSVSVIIALRRAVKR.... Result: 0 (no interaction).